Dataset: P-glycoprotein inhibition data for predicting drug efflux from Broccatelli et al.. Task: Regression/Classification. Given a drug SMILES string, predict its absorption, distribution, metabolism, or excretion properties. Task type varies by dataset: regression for continuous measurements (e.g., permeability, clearance, half-life) or binary classification for categorical outcomes (e.g., BBB penetration, CYP inhibition). Dataset: pgp_broccatelli. (1) The compound is Cc1ccc(CCC(=O)c2ccccc2OC[C@H](O)CN2CCN(c3ccccc3C)CC2)cc1. The result is 1 (inhibitor). (2) The molecule is C=CCN1CCN(c2nc(N)c3cc(OC)c(OC)cc3n2)CC1. The result is 0 (non-inhibitor).